Task: Regression. Given two drug SMILES strings and cell line genomic features, predict the synergy score measuring deviation from expected non-interaction effect.. Dataset: NCI-60 drug combinations with 297,098 pairs across 59 cell lines (1) Drug 1: CC12CCC(CC1=CCC3C2CCC4(C3CC=C4C5=CN=CC=C5)C)O. Drug 2: CN1CCC(CC1)COC2=C(C=C3C(=C2)N=CN=C3NC4=C(C=C(C=C4)Br)F)OC. Cell line: SW-620. Synergy scores: CSS=4.56, Synergy_ZIP=-1.14, Synergy_Bliss=0.427, Synergy_Loewe=-1.48, Synergy_HSA=-1.54. (2) Drug 1: CC1=CC=C(C=C1)C2=CC(=NN2C3=CC=C(C=C3)S(=O)(=O)N)C(F)(F)F. Drug 2: COC1=NC(=NC2=C1N=CN2C3C(C(C(O3)CO)O)O)N. Cell line: HCT-15. Synergy scores: CSS=0.282, Synergy_ZIP=-1.29, Synergy_Bliss=-2.12, Synergy_Loewe=-2.22, Synergy_HSA=-2.21. (3) Drug 1: CC12CCC(CC1=CCC3C2CCC4(C3CC=C4C5=CN=CC=C5)C)O. Drug 2: COC1=C2C(=CC3=C1OC=C3)C=CC(=O)O2. Cell line: MDA-MB-435. Synergy scores: CSS=4.24, Synergy_ZIP=-0.357, Synergy_Bliss=-0.542, Synergy_Loewe=-5.41, Synergy_HSA=-2.64. (4) Drug 1: CCCCCOC(=O)NC1=NC(=O)N(C=C1F)C2C(C(C(O2)C)O)O. Drug 2: CC1C(C(CC(O1)OC2CC(CC3=C2C(=C4C(=C3O)C(=O)C5=CC=CC=C5C4=O)O)(C(=O)C)O)N)O. Cell line: SK-MEL-28. Synergy scores: CSS=39.0, Synergy_ZIP=-4.33, Synergy_Bliss=-6.55, Synergy_Loewe=-54.3, Synergy_HSA=-5.60. (5) Drug 1: CNC(=O)C1=CC=CC=C1SC2=CC3=C(C=C2)C(=NN3)C=CC4=CC=CC=N4. Drug 2: CC12CCC3C(C1CCC2O)C(CC4=C3C=CC(=C4)O)CCCCCCCCCS(=O)CCCC(C(F)(F)F)(F)F. Cell line: SN12C. Synergy scores: CSS=8.99, Synergy_ZIP=-2.31, Synergy_Bliss=0.285, Synergy_Loewe=1.09, Synergy_HSA=1.26. (6) Drug 1: C1=CC(=CC=C1C#N)C(C2=CC=C(C=C2)C#N)N3C=NC=N3. Drug 2: CC1=C(C(CCC1)(C)C)C=CC(=CC=CC(=CC(=O)O)C)C. Cell line: COLO 205. Synergy scores: CSS=4.41, Synergy_ZIP=-1.54, Synergy_Bliss=-0.671, Synergy_Loewe=-0.228, Synergy_HSA=0.372.